From a dataset of Full USPTO retrosynthesis dataset with 1.9M reactions from patents (1976-2016). Predict the reactants needed to synthesize the given product. (1) Given the product [C:29]([O:33][C:34](=[O:35])[NH:36][CH:37]1[CH2:41][CH2:40][N:39]([C:24](=[O:25])[CH2:23][N:20]2[CH2:21][CH2:22][N:17]([C:15](=[O:16])[CH2:14][C:12]3[N:13]=[C:9]([NH:8][C:6](=[O:7])[C:5]4[CH:27]=[CH:28][C:2]([Cl:1])=[CH:3][CH:4]=4)[S:10][CH:11]=3)[CH2:18][CH2:19]2)[CH2:38]1)([CH3:32])([CH3:30])[CH3:31], predict the reactants needed to synthesize it. The reactants are: [Cl:1][C:2]1[CH:28]=[CH:27][C:5]([C:6]([NH:8][C:9]2[S:10][CH:11]=[C:12]([CH2:14][C:15]([N:17]3[CH2:22][CH2:21][N:20]([CH2:23][C:24](O)=[O:25])[CH2:19][CH2:18]3)=[O:16])[N:13]=2)=[O:7])=[CH:4][CH:3]=1.[C:29]([O:33][C:34]([NH:36][CH:37]1[CH2:41][CH2:40][NH:39][CH2:38]1)=[O:35])([CH3:32])([CH3:31])[CH3:30]. (2) Given the product [Cl:36][C:23]1[CH:22]=[C:21]2[C:26](=[CH:25][C:24]=1[CH2:27][C:28]1[CH:35]=[CH:34][C:31]([CH2:32][CH3:33])=[CH:30][CH:29]=1)[C@:17]1([C@H:16]([OH:37])[C@@H:15]([OH:38])[C@H:14]([OH:39])[C@@H:13]([CH2:12][O:11][CH3:40])[O:18]1)[O:19][CH2:20]2, predict the reactants needed to synthesize it. The reactants are: CC1C=CC(S([O:11][CH2:12][C@H:13]2[O:18][C@@:17]3([C:26]4[C:21](=[CH:22][C:23]([Cl:36])=[C:24]([CH2:27][C:28]5[CH:33]=[CH:32][C:31]([CH2:34][CH3:35])=[CH:30][CH:29]=5)[CH:25]=4)[CH2:20][O:19]3)[C@H:16]([OH:37])[C@@H:15]([OH:38])[C@@H:14]2[OH:39])(=O)=O)=CC=1.[CH3:40][O-].[Na+]. (3) Given the product [F:32][C:31]1[CH:30]=[C:29]([O:33][CH3:34])[C:28]([F:35])=[CH:27][C:26]=1[N:43]1[CH2:44][CH2:45][C:40]2([O:39][CH2:38][CH2:37][O:36]2)[CH2:41][CH2:42]1, predict the reactants needed to synthesize it. The reactants are: BrC1C=CC(OC)=C(C)C=1.C(N1CCNCC1)CC1C=CC=CC=1.Br[C:26]1[C:31]([F:32])=[CH:30][C:29]([O:33][CH3:34])=[C:28]([F:35])[CH:27]=1.[O:36]1[C:40]2([CH2:45][CH2:44][NH:43][CH2:42][CH2:41]2)[O:39][CH2:38][CH2:37]1.